Predict the reactants needed to synthesize the given product. From a dataset of Full USPTO retrosynthesis dataset with 1.9M reactions from patents (1976-2016). (1) Given the product [CH2:2]([C:7]1[C:8](=[O:12])[CH2:9][CH2:10][CH:11]=1)[CH2:3][CH2:4][CH2:5][CH3:6], predict the reactants needed to synthesize it. The reactants are: O[CH:2]([CH:7]1[CH2:11][CH2:10][CH2:9][C:8]1=[O:12])[CH2:3][CH2:4][CH2:5][CH3:6].IN1C(=O)CCC1=O.C1(C)C=CC=CC=1. (2) Given the product [CH3:31][C:30]1[CH:29]=[C:6]([O:7][CH2:8][CH2:9][N:10]2[CH2:11][CH2:12][C:13]3([O:18][CH2:17][CH2:16][N:15]([C:19]([C:21]4[N:22]=[C:23]([CH3:26])[S:24][CH:25]=4)=[O:20])[CH2:14]3)[CH2:27][CH2:28]2)[C:5]([CH3:32])=[CH:4][C:3]=1[CH:2]=[O:1], predict the reactants needed to synthesize it. The reactants are: [OH:1][CH2:2][C:3]1[C:30]([CH3:31])=[CH:29][C:6]([O:7][CH2:8][CH2:9][N:10]2[CH2:28][CH2:27][C:13]3([O:18][CH2:17][CH2:16][N:15]([C:19]([C:21]4[N:22]=[C:23]([CH3:26])[S:24][CH:25]=4)=[O:20])[CH2:14]3)[CH2:12][CH2:11]2)=[C:5]([CH3:32])[CH:4]=1. (3) The reactants are: [Br:1][C:2]1[CH:7]=[CH:6][C:5]([NH:8][CH:9]=[O:10])=[C:4]([F:11])[CH:3]=1.[N+:12]([O-])([OH:14])=[O:13]. Given the product [Br:1][C:2]1[CH:7]=[C:6]([N+:12]([O-:14])=[O:13])[C:5]([NH:8][CH:9]=[O:10])=[C:4]([F:11])[CH:3]=1, predict the reactants needed to synthesize it. (4) Given the product [CH3:16][N:17]([CH2:18][C:19]1[CH:24]=[CH:23][C:22]([C:2]2[N:10]3[C:5]([CH:6]=[CH:7][CH:8]=[CH:9]3)=[CH:4][C:3]=2[C:11]([O:13][CH2:14][CH3:15])=[O:12])=[CH:21][CH:20]=1)[CH3:34], predict the reactants needed to synthesize it. The reactants are: Cl[C:2]1[N:10]2[C:5]([CH:6]=[CH:7][CH:8]=[CH:9]2)=[CH:4][C:3]=1[C:11]([O:13][CH2:14][CH3:15])=[O:12].[CH3:16][N:17]([CH3:34])[CH2:18][C:19]1[CH:24]=[CH:23][C:22](B2OC(C)(C)C(C)(C)O2)=[CH:21][CH:20]=1. (5) Given the product [O:29]=[C:5]1[NH:4][C:3]([CH2:2][C:30]#[N:31])=[N:8][C:7]2[N:9]=[C:10]([N:12]3[CH2:17][CH2:16][CH:15]([O:18][C:19]4[CH:24]=[CH:23][CH:22]=[CH:21][C:20]=4[C:25]([F:28])([F:27])[F:26])[CH2:14][CH2:13]3)[S:11][C:6]1=2, predict the reactants needed to synthesize it. The reactants are: Cl[CH2:2][C:3]1[NH:4][C:5](=[O:29])[C:6]2[S:11][C:10]([N:12]3[CH2:17][CH2:16][CH:15]([O:18][C:19]4[CH:24]=[CH:23][CH:22]=[CH:21][C:20]=4[C:25]([F:28])([F:27])[F:26])[CH2:14][CH2:13]3)=[N:9][C:7]=2[N:8]=1.[C-:30]#[N:31].[Na+].